From a dataset of Full USPTO retrosynthesis dataset with 1.9M reactions from patents (1976-2016). Predict the reactants needed to synthesize the given product. (1) Given the product [CH:34]1([C@:32]([OH:33])([CH3:37])[CH2:31][NH:30][C:9](=[O:11])[C:4]2[CH:3]=[C:2]([C:24]3[CH:25]=[CH:26][C:21]([F:20])=[CH:22][CH:23]=3)[C:7]([O:19][CH2:18][C:13]3[CH:14]=[CH:15][CH:16]=[CH:17][N:12]=3)=[N:6][CH:5]=2)[CH2:36][CH2:35]1, predict the reactants needed to synthesize it. The reactants are: Br[C:2]1[CH:3]=[C:4]([C:9]([OH:11])=O)[CH:5]=[N:6][C:7]=1Cl.[N:12]1[CH:17]=[CH:16][CH:15]=[CH:14][C:13]=1[CH2:18][OH:19].[F:20][C:21]1[CH:26]=[CH:25][C:24](B(O)O)=[CH:23][CH:22]=1.[NH2:30][CH2:31][C@@:32]([CH3:37])([CH:34]1[CH2:36][CH2:35]1)[OH:33]. (2) Given the product [Cl:1][C:2]1[CH:15]=[CH:14][CH:13]=[CH:12][C:3]=1[CH2:4][NH:5][C:6]1[S:7][C:8](=[CH:21][C:23]2[N:24]=[C:25]3[C:30](=[CH:31][CH:32]=2)[N:29]=[CH:28][C:27]([C:33]#[N:34])=[CH:26]3)[C:9](=[O:11])[N:10]=1, predict the reactants needed to synthesize it. The reactants are: [Cl:1][C:2]1[CH:15]=[CH:14][CH:13]=[CH:12][C:3]=1[CH2:4][NH:5][C:6]1[S:7][CH2:8][C:9](=[O:11])[N:10]=1.C(O[Na])(C)=O.[CH:21]([C:23]1[N:24]=[C:25]2[C:30](=[CH:31][CH:32]=1)[N:29]=[CH:28][C:27]([C:33]#[N:34])=[C:26]2OC(C)C)=O. (3) Given the product [N:32]1([CH2:33][CH2:34][CH2:35][CH2:36][N:20]2[C:19]([O:23][CH3:24])=[N:18][C:17]3[C:21]2=[N:22][C:14]([O:13][C@@H:9]([CH3:8])[CH2:10][CH2:11][CH3:12])=[N:15][C:16]=3[NH2:25])[CH2:38][CH2:37][CH2:30][CH2:29][CH2:28][CH2:27]1, predict the reactants needed to synthesize it. The reactants are: FC(F)(F)C(O)=O.[CH3:8][C@H:9]([O:13][C:14]1[NH:15][C:16]([NH2:25])=[C:17]2[C:21]([N:22]=1)=[N:20][C:19]([O:23][CH3:24])=[N:18]2)[CH2:10][CH2:11][CH3:12].Br[CH2:27][CH2:28][CH2:29][CH2:30]Cl.[NH:32]1[CH2:38][CH2:37][CH2:36][CH2:35][CH2:34][CH2:33]1. (4) Given the product [C:11]([C:9]1[CH:10]=[C:5]2[N:4]=[CH:3][C:2]([C:16]#[C:15][C:17]3[CH:18]=[C:19]([CH3:23])[CH:20]=[CH:21][CH:22]=3)=[CH:7][N:6]2[N:8]=1)([CH3:14])([CH3:13])[CH3:12], predict the reactants needed to synthesize it. The reactants are: Br[C:2]1[CH:3]=[N:4][C:5]2[N:6]([N:8]=[C:9]([C:11]([CH3:14])([CH3:13])[CH3:12])[CH:10]=2)[CH:7]=1.[C:15]([C:17]1[CH:22]=[CH:21][CH:20]=[C:19]([CH3:23])[CH:18]=1)#[CH:16]. (5) The reactants are: [Cl:1][C:2]1[CH:3]=[C:4]([CH:15]=[CH:16][CH:17]=1)[CH2:5][CH2:6][C:7]1[N:12]=[C:11]([Cl:13])[CH:10]=[C:9](Cl)[N:8]=1.C[Si](C)(C)[N:20]1[CH:24]=[CH:23][N:22]=[CH:21]1.[F-].[Cs+].CCCCCC. Given the product [Cl:13][C:11]1[CH:10]=[C:9]([N:20]2[CH:24]=[CH:23][N:22]=[CH:21]2)[N:8]=[C:7]([CH2:6][CH2:5][C:4]2[CH:15]=[CH:16][CH:17]=[C:2]([Cl:1])[CH:3]=2)[N:12]=1, predict the reactants needed to synthesize it. (6) Given the product [C:90]([O:94][C:95]([NH:97][C@H:98]([C:102]1[CH:107]=[CH:106][C:105]([O:108][CH2:109][C@@H:110]2[CH2:114][O:113][C:112]([CH3:116])([CH3:115])[O:111]2)=[CH:104][CH:103]=1)[C:99]([OH:101])=[O:100])=[O:96])([CH3:93])([CH3:91])[CH3:92], predict the reactants needed to synthesize it. The reactants are: C(O[C@H](C)[C@H](NC(OCC1C2C=CC=CC=2C2C1=CC=CC=2)=O)C(O)=O)C1C=CC=CC=1.N[C@H](C1C=CC(OC[C@H](O)CO)=CC=1)C(N[C@@H]([C@H](C1C=CC=CC=1)C)C(NC1C=CC(I)=CC=1Cl)=O)=O.C(OC(N[C@@H]([C@H](C1C=CC=CC=1)C)C(O)=O)=O)(C)(C)C.[C:90]([O:94][C:95]([NH:97][C@H:98]([C:102]1[CH:107]=[CH:106][C:105]([O:108][CH2:109][C@H:110]2[CH2:114][O:113][C:112]([CH3:116])([CH3:115])[O:111]2)=[CH:104][CH:103]=1)[C:99]([OH:101])=[O:100])=[O:96])([CH3:93])([CH3:92])[CH3:91]. (7) Given the product [C:32]([NH:1][C:2]1[S:6][C:5]([O:7][C:8]2[CH:9]=[C:10]([CH3:24])[C:11]3[CH:15]([CH2:16][C:17]([O:19][CH2:20][CH3:21])=[O:18])[O:14][B:13]([OH:22])[C:12]=3[CH:23]=2)=[N:4][N:3]=1)(=[O:34])[CH3:33], predict the reactants needed to synthesize it. The reactants are: [NH2:1][C:2]1[S:6][C:5]([O:7][C:8]2[CH:9]=[C:10]([CH3:24])[C:11]3[CH:15]([CH2:16][C:17]([O:19][CH2:20][CH3:21])=[O:18])[O:14][B:13]([OH:22])[C:12]=3[CH:23]=2)=[N:4][N:3]=1.CCN(CC)CC.[C:32](OC(=O)C)(=[O:34])[CH3:33]. (8) Given the product [F:1][C:2]([F:27])([F:26])[CH2:3][NH:4][C:5]([C:7]1([CH2:21][CH2:22][CH2:23][CH2:24][N:31]2[CH2:32][CH2:33][N:28]([C:34]3[CH:43]=[CH:42][C:41]4[C:36](=[CH:37][CH:38]=[CH:39][CH:40]=4)[N:35]=3)[CH2:29][CH2:30]2)[C:20]2[CH:19]=[CH:18][CH:17]=[CH:16][C:15]=2[O:14][C:13]2[C:8]1=[CH:9][CH:10]=[CH:11][CH:12]=2)=[O:6], predict the reactants needed to synthesize it. The reactants are: [F:1][C:2]([F:27])([F:26])[CH2:3][NH:4][C:5]([C:7]1([CH2:21][CH2:22][CH2:23][CH2:24]Br)[C:20]2[CH:19]=[CH:18][CH:17]=[CH:16][C:15]=2[O:14][C:13]2[C:8]1=[CH:9][CH:10]=[CH:11][CH:12]=2)=[O:6].[N:28]1([C:34]2[CH:43]=[CH:42][C:41]3[C:36](=[CH:37][CH:38]=[CH:39][CH:40]=3)[N:35]=2)[CH2:33][CH2:32][NH:31][CH2:30][CH2:29]1. (9) Given the product [Br:1][C:2]1[CH:7]=[C:6]([C:8]([F:11])([F:10])[F:9])[C:5]2[O:12][C:15]([CH2:14][NH:17][C:18](=[O:24])[O:19][C:20]([CH3:22])([CH3:21])[CH3:23])=[CH:16][C:4]=2[CH:3]=1, predict the reactants needed to synthesize it. The reactants are: [Br:1][C:2]1[CH:7]=[C:6]([C:8]([F:11])([F:10])[F:9])[C:5]([OH:12])=[C:4](I)[CH:3]=1.[CH2:14]([NH:17][C:18](=[O:24])[O:19][C:20]([CH3:23])([CH3:22])[CH3:21])[C:15]#[CH:16].O.